This data is from Peptide-MHC class I binding affinity with 185,985 pairs from IEDB/IMGT. The task is: Regression. Given a peptide amino acid sequence and an MHC pseudo amino acid sequence, predict their binding affinity value. This is MHC class I binding data. (1) The peptide sequence is DEQSIAEA. The MHC is HLA-B44:03 with pseudo-sequence HLA-B44:03. The binding affinity (normalized) is 0. (2) The binding affinity (normalized) is 0.791. The MHC is HLA-A01:01 with pseudo-sequence HLA-A01:01. The peptide sequence is MIDNQKLSY. (3) The peptide sequence is RRLAGTFTW. The MHC is HLA-A24:02 with pseudo-sequence HLA-A24:02. The binding affinity (normalized) is 0.321.